The task is: Predict which catalyst facilitates the given reaction.. This data is from Catalyst prediction with 721,799 reactions and 888 catalyst types from USPTO. Reactant: [NH2:1][C:2]1[N:7]=[C:6]([OH:8])[C:5]([C:9]([OH:11])=O)=[CH:4][N:3]=1.[Cl:12][C:13]1[CH:18]=[C:17]([Cl:19])[CH:16]=[CH:15][C:14]=1[CH2:20][NH2:21].F[P-](F)(F)(F)(F)F.N1(OC(N(C)C)=[N+](C)C)C2N=CC=CC=2N=N1.[Cl-].[NH4+]. Product: [NH2:1][C:2]1[N:7]=[C:6]([OH:8])[C:5]([C:9]([NH:21][CH2:20][C:14]2[CH:15]=[CH:16][C:17]([Cl:19])=[CH:18][C:13]=2[Cl:12])=[O:11])=[CH:4][N:3]=1. The catalyst class is: 289.